Predict the reactants needed to synthesize the given product. From a dataset of Full USPTO retrosynthesis dataset with 1.9M reactions from patents (1976-2016). (1) Given the product [C-:3]1([C:1]#[C:2][C:17]2[CH:18]=[CH:19][CH:20]=[C:15]([I:14])[CH:16]=2)[CH:7]=[CH:6][CH:5]=[CH:4]1.[CH-:8]1[CH:12]=[CH:11][CH:10]=[CH:9]1.[Fe+2:13], predict the reactants needed to synthesize it. The reactants are: [C:1]([C-:3]1[CH:7]=[CH:6][CH:5]=[CH:4]1)#[CH:2].[CH-:8]1[CH:12]=[CH:11][CH:10]=[CH:9]1.[Fe+2:13].[I:14][C:15]1[CH:20]=[CH:19][CH:18]=[C:17](I)[CH:16]=1. (2) The reactants are: [F:1][C:2]1[CH:10]=[C:9]2[C:5]([C:6]([C:20]3[CH:21]=[C:22]4[C:26](=[CH:27][CH:28]=3)[N:25]([CH2:29][CH:30]3[CH2:35][CH2:34][N:33]([C:36]([O:38][C:39]([CH3:42])([CH3:41])[CH3:40])=[O:37])[CH2:32][CH2:31]3)[N:24]=[CH:23]4)=[CH:7][N:8]2S(C2C=CC=CC=2)(=O)=O)=[CH:4][CH:3]=1.FC1C=C2C(C(C3C=CC4C(=CN(CC5CCN(C(OC(C)(C)C)=O)CC5)N=4)C=3)=CN2S(C2C=CC=CC=2)(=O)=O)=CC=1.[OH-].[Na+]. Given the product [F:1][C:2]1[CH:10]=[C:9]2[C:5]([C:6]([C:20]3[CH:21]=[C:22]4[C:26](=[CH:27][CH:28]=3)[N:25]([CH2:29][CH:30]3[CH2:31][CH2:32][N:33]([C:36]([O:38][C:39]([CH3:42])([CH3:41])[CH3:40])=[O:37])[CH2:34][CH2:35]3)[N:24]=[CH:23]4)=[CH:7][NH:8]2)=[CH:4][CH:3]=1, predict the reactants needed to synthesize it. (3) Given the product [CH3:16][CH:15]1[CH2:17][C:10]2[C:8]3[C:9]4[CH:1]=[CH:2][CH:3]=[CH:4][C:5]=4[S:6][C:7]=3[CH:13]=[CH:12][C:11]=2[C:14]1=[O:18], predict the reactants needed to synthesize it. The reactants are: [CH:1]1[C:9]2[C:8]3[CH:10]=[CH:11][CH:12]=[CH:13][C:7]=3[S:6][C:5]=2[CH:4]=[CH:3][CH:2]=1.[C:14](Cl)(=[O:18])[C:15]([CH3:17])=[CH2:16]. (4) Given the product [C:34]1([CH3:44])[CH:35]=[CH:36][C:37]([S:40]([OH:43])(=[O:41])=[O:42])=[CH:38][CH:39]=1.[OH:1][CH2:2][CH2:3][NH:4][C:5]([C:7]1[C:8]2[S:16][CH:15]=[C:14]([CH2:17][O:18][C:19]3[CH:24]=[CH:23][CH:22]=[C:21]([NH:25][C:26](=[O:33])[C:27]4[CH:32]=[CH:31][CH:30]=[CH:29][CH:28]=4)[CH:20]=3)[C:9]=2[C:10]([NH2:13])=[N:11][CH:12]=1)=[O:6], predict the reactants needed to synthesize it. The reactants are: [OH:1][CH2:2][CH2:3][NH:4][C:5]([C:7]1[C:8]2[S:16][CH:15]=[C:14]([CH2:17][O:18][C:19]3[CH:24]=[CH:23][CH:22]=[C:21]([NH:25][C:26](=[O:33])[C:27]4[CH:32]=[CH:31][CH:30]=[CH:29][CH:28]=4)[CH:20]=3)[C:9]=2[C:10]([NH2:13])=[N:11][CH:12]=1)=[O:6].[C:34]1([CH3:44])[CH:39]=[CH:38][C:37]([S:40]([OH:43])(=[O:42])=[O:41])=[CH:36][CH:35]=1. (5) Given the product [NH2:22][C:18]1[CH:19]=[CH:20][CH:21]=[C:14]([O:13][CH2:12][C@H:8]2[CH2:9][CH2:10][CH2:11][N:6]([C:1](=[O:5])[CH2:2][CH2:3][CH3:4])[CH2:7]2)[C:15]=1[C:16]#[N:17], predict the reactants needed to synthesize it. The reactants are: [C:1]([N:6]1[CH2:11][CH2:10][CH2:9][C@H:8]([CH2:12][O:13][C:14]2[CH:21]=[CH:20][CH:19]=[C:18]([N+:22]([O-])=O)[C:15]=2[C:16]#[N:17])[CH2:7]1)(=[O:5])[CH2:2][CH2:3][CH3:4]. (6) Given the product [S:25]1[CH:24]=[CH:13][C:12]2[CH:11]=[CH:10][C:9]([B:4]3[O:3][C:2]([CH3:18])([CH3:1])[C:6]([CH3:8])([CH3:7])[O:5]3)=[CH:17][C:16]1=2, predict the reactants needed to synthesize it. The reactants are: [CH3:1][C:2]1([CH3:18])[C:6]([CH3:8])([CH3:7])[O:5][B:4]([C:9]2[CH:17]=[C:16]3[C:12]([CH:13]=NN3)=[CH:11][CH:10]=2)[O:3]1.BrC1C=CC2C=C[S:25][C:24]=2C=1.O1CCOB1.